From a dataset of Forward reaction prediction with 1.9M reactions from USPTO patents (1976-2016). Predict the product of the given reaction. (1) Given the reactants [N+:1]([C:4]1[CH:13]=[CH:12][C:7]([CH:8]=[CH:9][CH:10]=O)=[CH:6][CH:5]=1)([O-:3])=[O:2].[NH2:14][C:15]([CH2:21][C:22]#[N:23])=[C:16]([C:19]#[N:20])[C:17]#[N:18], predict the reaction product. The product is: [NH2:14][C:15](/[C:21](=[CH:10]\[CH:9]=[CH:8]\[C:7]1[CH:12]=[CH:13][C:4]([N+:1]([O-:3])=[O:2])=[CH:5][CH:6]=1)/[C:22]#[N:23])=[C:16]([C:19]#[N:20])[C:17]#[N:18]. (2) Given the reactants [F:1][C:2]([F:29])([F:28])[C:3]1[CH:4]=[C:5]([CH:21]=[C:22]([C:24]([F:27])([F:26])[F:25])[CH:23]=1)[CH2:6][N:7]1[CH2:14][CH2:13][CH2:12][O:11][C:10]2[N:15]=[CH:16][CH:17]=[C:18](I)[C:9]=2[C:8]1=[O:20].[F:30][C:31]1[CH:36]=[CH:35][CH:34]=[CH:33][C:32]=1B(O)O, predict the reaction product. The product is: [F:1][C:2]([F:29])([F:28])[C:3]1[CH:4]=[C:5]([CH:21]=[C:22]([C:24]([F:27])([F:26])[F:25])[CH:23]=1)[CH2:6][N:7]1[CH2:14][CH2:13][CH2:12][O:11][C:10]2[N:15]=[CH:16][CH:17]=[C:18]([C:32]3[CH:33]=[CH:34][CH:35]=[CH:36][C:31]=3[F:30])[C:9]=2[C:8]1=[O:20]. (3) Given the reactants O[C:2]1[C:11]2[C:6](=[CH:7][CH:8]=[C:9]([CH3:12])[CH:10]=2)[N:5]=[C:4]([N:13]2[CH2:19][CH2:18][C:17](=[O:20])[C:16]3[CH:21]=[CH:22][CH:23]=[CH:24][C:15]=3[CH2:14]2)[N:3]=1.[NH2:25][CH2:26][C:27]1([NH2:31])[CH2:30][O:29][CH2:28]1, predict the reaction product. The product is: [NH2:31][C:27]1([CH2:26][NH:25][C:2]2[C:11]3[C:6](=[CH:7][CH:8]=[C:9]([CH3:12])[CH:10]=3)[N:5]=[C:4]([N:13]3[CH2:19][CH2:18][C:17](=[O:20])[C:16]4[CH:21]=[CH:22][CH:23]=[CH:24][C:15]=4[CH2:14]3)[N:3]=2)[CH2:30][O:29][CH2:28]1. (4) Given the reactants [CH2:1]([OH:15])[CH2:2][CH2:3][CH2:4][CH2:5][CH2:6][CH2:7][CH2:8][CH2:9][CH2:10][CH2:11][CH2:12][CH2:13][CH3:14].[C@H:16]1([OH:27])[C@H:25](O)[O:24][C@@H:18]2[CH:19]([OH:23])[C:20]([O:22][C@H:17]12)=[O:21], predict the reaction product. The product is: [CH2:1]([O:15][C@H:25]1[O:24][C@@H:18]2[C@@H:19]([C:20]([O:22][C@@H:17]2[C@H:16]1[OH:27])=[O:21])[OH:23])[CH2:2][CH2:3][CH2:4][CH2:5][CH2:6][CH2:7][CH2:8][CH2:9][CH2:10][CH2:11][CH2:12][CH2:13][CH3:14].